The task is: Predict the product of the given reaction.. This data is from Forward reaction prediction with 1.9M reactions from USPTO patents (1976-2016). The product is: [F:31][C:29]1[CH:30]=[C:24]([OH:23])[CH:25]=[C:26]([F:32])[C:27]=1[NH:28][C:12](=[NH:13])[CH2:11][C:10]([C:4]1[CH:5]=[CH:6][C:7]([F:9])=[CH:8][C:3]=1[F:2])=[O:22]. Given the reactants Cl.[F:2][C:3]1[CH:8]=[C:7]([F:9])[CH:6]=[CH:5][C:4]=1[C:10](=[O:22])[CH2:11][C:12](SC1C=CC(Cl)=CC=1)=[NH:13].[OH:23][C:24]1[CH:30]=[C:29]([F:31])[C:27]([NH2:28])=[C:26]([F:32])[CH:25]=1, predict the reaction product.